Regression. Given two drug SMILES strings and cell line genomic features, predict the synergy score measuring deviation from expected non-interaction effect. From a dataset of NCI-60 drug combinations with 297,098 pairs across 59 cell lines. (1) Drug 2: CC(C)(C#N)C1=CC(=CC(=C1)CN2C=NC=N2)C(C)(C)C#N. Cell line: NCI-H522. Synergy scores: CSS=11.2, Synergy_ZIP=-5.77, Synergy_Bliss=-5.66, Synergy_Loewe=-3.27, Synergy_HSA=-3.10. Drug 1: CC(CN1CC(=O)NC(=O)C1)N2CC(=O)NC(=O)C2. (2) Drug 1: CCC1=CC2CC(C3=C(CN(C2)C1)C4=CC=CC=C4N3)(C5=C(C=C6C(=C5)C78CCN9C7C(C=CC9)(C(C(C8N6C)(C(=O)OC)O)OC(=O)C)CC)OC)C(=O)OC.C(C(C(=O)O)O)(C(=O)O)O. Drug 2: CCCS(=O)(=O)NC1=C(C(=C(C=C1)F)C(=O)C2=CNC3=C2C=C(C=N3)C4=CC=C(C=C4)Cl)F. Cell line: RXF 393. Synergy scores: CSS=28.7, Synergy_ZIP=-5.61, Synergy_Bliss=-0.923, Synergy_Loewe=-9.06, Synergy_HSA=1.32. (3) Drug 1: CC1=CC2C(CCC3(C2CCC3(C(=O)C)OC(=O)C)C)C4(C1=CC(=O)CC4)C. Drug 2: C1CN(P(=O)(OC1)NCCCl)CCCl. Cell line: 786-0. Synergy scores: CSS=2.34, Synergy_ZIP=2.94, Synergy_Bliss=4.49, Synergy_Loewe=3.45, Synergy_HSA=2.88. (4) Drug 1: CNC(=O)C1=CC=CC=C1SC2=CC3=C(C=C2)C(=NN3)C=CC4=CC=CC=N4. Drug 2: CC1=C(C(CCC1)(C)C)C=CC(=CC=CC(=CC(=O)O)C)C. Cell line: EKVX. Synergy scores: CSS=3.83, Synergy_ZIP=-0.271, Synergy_Bliss=1.31, Synergy_Loewe=-3.02, Synergy_HSA=-1.41. (5) Drug 1: CS(=O)(=O)OCCCCOS(=O)(=O)C. Drug 2: B(C(CC(C)C)NC(=O)C(CC1=CC=CC=C1)NC(=O)C2=NC=CN=C2)(O)O. Cell line: HS 578T. Synergy scores: CSS=59.4, Synergy_ZIP=-1.76, Synergy_Bliss=-2.69, Synergy_Loewe=-52.1, Synergy_HSA=-2.08.